The task is: Predict the product of the given reaction.. This data is from Forward reaction prediction with 1.9M reactions from USPTO patents (1976-2016). (1) Given the reactants [CH3:1][C:2]1[N:7]=[C:6]2[S:8][C:9]3[CH2:14][CH2:13][CH2:12][CH2:11][C:10]=3[C:5]2=[C:4]([C:15]2[CH:20]=[CH:19][C:18]([CH3:21])=[CH:17][CH:16]=2)[C:3]=1[CH:22]([CH:27]([CH3:30])[CH2:28][CH3:29])[C:23]([O:25]C)=[O:24].[OH-].[Na+], predict the reaction product. The product is: [CH3:1][C:2]1[N:7]=[C:6]2[S:8][C:9]3[CH2:14][CH2:13][CH2:12][CH2:11][C:10]=3[C:5]2=[C:4]([C:15]2[CH:16]=[CH:17][C:18]([CH3:21])=[CH:19][CH:20]=2)[C:3]=1[CH:22]([CH:27]([CH3:30])[CH2:28][CH3:29])[C:23]([OH:25])=[O:24]. (2) The product is: [CH:1]([C:4]1[CH:5]=[C:6]([CH:9]=[C:10]([CH:14]([CH3:16])[CH3:15])[C:11]=1[O:12][CH3:13])[CH:7]=[C:21]1[C:20]2[C:24](=[CH:25][CH:26]=[C:18]([F:17])[CH:19]=2)[NH:23][C:22]1=[O:27])([CH3:3])[CH3:2]. Given the reactants [CH:1]([C:4]1[CH:5]=[C:6]([CH:9]=[C:10]([CH:14]([CH3:16])[CH3:15])[C:11]=1[O:12][CH3:13])[CH:7]=O)([CH3:3])[CH3:2].[F:17][C:18]1[CH:19]=[C:20]2[C:24](=[CH:25][CH:26]=1)[NH:23][C:22](=[O:27])[CH2:21]2, predict the reaction product. (3) Given the reactants C([O:4][C@@H:5]1[C@@H:10]([CH3:11])[CH2:9][N:8]([C:12]2[C:17]([NH2:18])=[CH:16][N:15]=[C:14]3[CH:19]([O:22]C(=O)C)[CH2:20][CH2:21][C:13]=23)[CH2:7][C@H:6]1[NH:26][C:27]([O:29][C:30]([CH3:33])([CH3:32])[CH3:31])=[O:28])(=O)C.[CH2:34]([O:36][C:37]1[CH:42]=[C:41]([F:43])[C:40]([C:44]2[N:49]=[C:48]([C:50](O)=[O:51])[CH:47]=[CH:46][C:45]=2[F:53])=[C:39]([F:54])[CH:38]=1)[CH3:35].CN(C(ON1N=NC2C=CC=NC1=2)=[N+](C)C)C.F[P-](F)(F)(F)(F)F.CCN(C(C)C)C(C)C, predict the reaction product. The product is: [CH2:34]([O:36][C:37]1[CH:38]=[C:39]([F:54])[C:40]([C:44]2[N:49]=[C:48]([C:50]([NH:18][C:17]3[C:12]([N:8]4[CH2:9][C@H:10]([CH3:11])[C@@H:5]([OH:4])[C@H:6]([NH:26][C:27](=[O:28])[O:29][C:30]([CH3:33])([CH3:31])[CH3:32])[CH2:7]4)=[C:13]4[CH2:21][CH2:20][CH:19]([OH:22])[C:14]4=[N:15][CH:16]=3)=[O:51])[CH:47]=[CH:46][C:45]=2[F:53])=[C:41]([F:43])[CH:42]=1)[CH3:35]. (4) Given the reactants [F:1][C:2]1[CH:3]=[CH:4][C:5]([SH:11])=[C:6]([CH:10]=1)[C:7]([OH:9])=[O:8].SC1C=CC=CC=1C(O)=O.Br[C:23]1[C:31]([N+:32]([O-:34])=[O:33])=[CH:30][CH:29]=[CH:28][C:24]=1[C:25]([OH:27])=[O:26], predict the reaction product. The product is: [C:7]([C:6]1[CH:10]=[C:2]([F:1])[CH:3]=[CH:4][C:5]=1[S:11][C:23]1[C:31]([N+:32]([O-:34])=[O:33])=[CH:30][CH:29]=[CH:28][C:24]=1[C:25]([OH:27])=[O:26])([OH:9])=[O:8]. (5) Given the reactants [C:1]1([N:7]([C:20]2[CH:25]=[CH:24][CH:23]=[CH:22][CH:21]=2)[C:8]2[C:13]([O:14]COC)=[C:12]([CH:18]=[O:19])[CH:11]=[CH:10][N:9]=2)[CH:6]=[CH:5][CH:4]=[CH:3][CH:2]=1.C(O)(C(F)(F)F)=O.C(Cl)Cl.C(=O)([O-])[O-].[K+].[K+], predict the reaction product. The product is: [C:20]1([N:7]([C:1]2[CH:2]=[CH:3][CH:4]=[CH:5][CH:6]=2)[C:8]2[C:13]([OH:14])=[C:12]([CH:18]=[O:19])[CH:11]=[CH:10][N:9]=2)[CH:25]=[CH:24][CH:23]=[CH:22][CH:21]=1. (6) Given the reactants [CH:1]1([C:4]2[NH:8][N:7]=[C:6]([NH:9][C:10]3[C:15]([N+:16]([O-])=O)=[CH:14][CH:13]=[C:12]([NH:19][C@H:20]([C:22]4[CH:27]=[CH:26][C:25]([F:28])=[CH:24][CH:23]=4)[CH3:21])[N:11]=3)[CH:5]=2)[CH2:3][CH2:2]1.[Cl-].[NH4+].C([O-])(=O)C.[NH4+], predict the reaction product. The product is: [CH:1]1([C:4]2[NH:8][N:7]=[C:6]([NH:9][C:10]3[C:15]([NH2:16])=[CH:14][CH:13]=[C:12]([NH:19][C@H:20]([C:22]4[CH:23]=[CH:24][C:25]([F:28])=[CH:26][CH:27]=4)[CH3:21])[N:11]=3)[CH:5]=2)[CH2:3][CH2:2]1. (7) Given the reactants [CH3:1][C:2]1([CH3:12])[C:10]2[C:5](=[CH:6][CH:7]=[CH:8][CH:9]=2)[NH:4][C:3]1=[O:11].[H-].[Na+].[CH2:15](Br)[C:16]1[CH:21]=[CH:20][CH:19]=[CH:18][CH:17]=1, predict the reaction product. The product is: [CH2:15]([N:4]1[C:5]2[C:10](=[CH:9][CH:8]=[CH:7][CH:6]=2)[C:2]([CH3:12])([CH3:1])[C:3]1=[O:11])[C:16]1[CH:21]=[CH:20][CH:19]=[CH:18][CH:17]=1. (8) Given the reactants Br[C:2]1[CH:3]=[N:4][CH:5]=[C:6]([Br:8])[CH:7]=1.[F:9][C:10]([F:21])([F:20])[C:11]1[CH:16]=[CH:15][C:14](B(O)O)=[CH:13][CH:12]=1, predict the reaction product. The product is: [Br:8][C:6]1[CH:5]=[N:4][CH:3]=[C:2]([C:14]2[CH:15]=[CH:16][C:11]([C:10]([F:21])([F:20])[F:9])=[CH:12][CH:13]=2)[CH:7]=1.